This data is from Reaction yield outcomes from USPTO patents with 853,638 reactions. The task is: Predict the reaction yield, written as a fraction of the theoretical maximum amount of product (1.0 means a 100% yield; for example, 0.34 means a 34% yield). (1) The reactants are Br[C:2]1[C:6]2=[CH:7][N:8]([CH3:12])[C:9](=[O:11])[CH:10]=[C:5]2[S:4][CH:3]=1.[B:13]1([B:13]2[O:17][C:16]([CH3:19])([CH3:18])[C:15]([CH3:21])([CH3:20])[O:14]2)[O:17][C:16]([CH3:19])([CH3:18])[C:15]([CH3:21])([CH3:20])[O:14]1.C([O-])(=O)C.[K+]. The catalyst is O1CCOCC1. The product is [CH3:12][N:8]1[C:9](=[O:11])[CH:10]=[C:5]2[S:4][CH:3]=[C:2]([B:13]3[O:17][C:16]([CH3:19])([CH3:18])[C:15]([CH3:21])([CH3:20])[O:14]3)[C:6]2=[CH:7]1. The yield is 0.270. (2) The catalyst is O1CCCC1. The reactants are [C:1]([O:5][C:6]([C:8]1[S:9][C:10]([CH2:13][CH:14]([C:17]([O:19][CH2:20][C:21]2[CH:26]=[CH:25][CH:24]=[CH:23][CH:22]=2)=[O:18])[CH2:15][CH3:16])=[CH:11][CH:12]=1)=[O:7])([CH3:4])([CH3:3])[CH3:2].C[Si]([N-][Si](C)(C)C)(C)C.[Li+].O1CC[CH2:39][CH2:38]1.C(I)C. The product is [C:1]([O:5][C:6]([C:8]1[S:9][C:10]([CH2:13][C:14]([C:17]([O:19][CH2:20][C:21]2[CH:22]=[CH:23][CH:24]=[CH:25][CH:26]=2)=[O:18])([CH2:38][CH3:39])[CH2:15][CH3:16])=[CH:11][CH:12]=1)=[O:7])([CH3:2])([CH3:3])[CH3:4]. The yield is 0.780. (3) The reactants are [N:1]1[CH:6]=[CH:5][CH:4]=[C:3]([N:7]2[CH2:11][CH2:10][NH:9][C:8]2=[O:12])[CH:2]=1.Br[C:14]1[CH:15]=[C:16]2[C:21](=[CH:22][CH:23]=1)[N:20]=[C:19]([Cl:24])[CH:18]=[C:17]2[CH3:25].N[C@@H]1CCCC[C@H]1N.C(=O)([O-])[O-].[K+].[K+]. The catalyst is [Cu](I)I.O1CCOCC1. The product is [Cl:24][C:19]1[CH:18]=[C:17]([CH3:25])[C:16]2[C:21](=[CH:22][CH:23]=[C:14]([N:9]3[CH2:10][CH2:11][N:7]([C:3]4[CH:2]=[N:1][CH:6]=[CH:5][CH:4]=4)[C:8]3=[O:12])[CH:15]=2)[N:20]=1. The yield is 0.352. (4) The reactants are [CH3:1][N:2]([CH2:10][CH2:11][N:12]([CH3:34])[CH2:13][C:14]1[C:15]([C:25]2[CH:30]=[CH:29][C:28]([N+:31]([O-])=O)=[CH:27][CH:26]=2)=[N:16][N:17]([CH:19]2[CH2:24][CH2:23][CH2:22][CH2:21][O:20]2)[CH:18]=1)[C:3](=[O:9])[O:4][C:5]([CH3:8])([CH3:7])[CH3:6]. The catalyst is CO.[Pd]. The product is [NH2:31][C:28]1[CH:29]=[CH:30][C:25]([C:15]2[C:14]([CH2:13][N:12]([CH3:34])[CH2:11][CH2:10][N:2]([CH3:1])[C:3](=[O:9])[O:4][C:5]([CH3:8])([CH3:7])[CH3:6])=[CH:18][N:17]([CH:19]3[CH2:24][CH2:23][CH2:22][CH2:21][O:20]3)[N:16]=2)=[CH:26][CH:27]=1. The yield is 0.920. (5) The reactants are [NH2:1][C:2]1[CH:41]=[CH:40][C:5]([O:6][C:7]2[CH:12]=[CH:11][N:10]=[C:9]3[N:13]([CH2:31][C:32]4[CH:37]=[CH:36][C:35]([O:38][CH3:39])=[CH:34][CH:33]=4)[N:14]=[C:15]([O:16][C@H:17]4[CH2:22][CH2:21][N:20]([C:23]([O:25][C:26]([CH3:29])([CH3:28])[CH3:27])=[O:24])[CH2:19][C@H:18]4[OH:30])[C:8]=23)=[C:4]([F:42])[CH:3]=1.[F:43][C:44]1[CH:49]=[CH:48][C:47]([NH:50]/[N:51]=[CH:52]/[CH:53]=[C:54]2[C:59](=[O:60])OC(C)(C)[O:56][C:55]2=O)=[CH:46][CH:45]=1.Cl.C(N=C=NCCCN(C)C)C.O.N1(O)C2C=CC=CC=2N=N1.C(N(C(C)C)C(C)C)C. The catalyst is C(Cl)Cl. The product is [F:42][C:4]1[CH:3]=[C:2]([NH:1][C:55]([C:54]2[C:59](=[O:60])[N:50]([C:47]3[CH:48]=[CH:49][C:44]([F:43])=[CH:45][CH:46]=3)[N:51]=[CH:52][CH:53]=2)=[O:56])[CH:41]=[CH:40][C:5]=1[O:6][C:7]1[CH:12]=[CH:11][N:10]=[C:9]2[N:13]([CH2:31][C:32]3[CH:33]=[CH:34][C:35]([O:38][CH3:39])=[CH:36][CH:37]=3)[N:14]=[C:15]([O:16][C@H:17]3[CH2:22][CH2:21][N:20]([C:23]([O:25][C:26]([CH3:28])([CH3:29])[CH3:27])=[O:24])[CH2:19][C@H:18]3[OH:30])[C:8]=12. The yield is 0.460.